This data is from Forward reaction prediction with 1.9M reactions from USPTO patents (1976-2016). The task is: Predict the product of the given reaction. (1) Given the reactants [Br:1][C:2]1[S:6][C:5]([CH:7]([C:9]2[CH:14]=[CH:13][CH:12]=[C:11]([F:15])[CH:10]=2)O)=[CH:4][CH:3]=1.[CH3:16][O:17][C:18]([O:22][Si](C)(C)C)=[C:19]([CH3:21])[CH3:20].C([O-])([O-])=O.[K+].[K+], predict the reaction product. The product is: [CH3:16][O:17][C:18](=[O:22])[C:19]([CH3:21])([CH3:20])[CH:7]([C:5]1[S:6][C:2]([Br:1])=[CH:3][CH:4]=1)[C:9]1[CH:14]=[CH:13][CH:12]=[C:11]([F:15])[CH:10]=1. (2) The product is: [C:1]([O:5][C:6]([NH:8][C:9]12[CH2:16][CH2:15][C:12]([C:17]([N:50]([C:49]3[CH:52]=[CH:53][C:46]([Cl:45])=[CH:47][CH:48]=3)[CH3:51])=[O:19])([CH2:13][CH2:14]1)[CH2:11][CH2:10]2)=[O:7])([CH3:3])([CH3:2])[CH3:4]. Given the reactants [C:1]([O:5][C:6]([NH:8][C:9]12[CH2:16][CH2:15][C:12]([C:17]([OH:19])=O)([CH2:13][CH2:14]1)[CH2:11][CH2:10]2)=[O:7])([CH3:4])([CH3:3])[CH3:2].ClC(Cl)(Cl)C#N.C1(P(C2C=CC=CC=2)C2C=CC=CC=2)C=CC=CC=1.[Cl:45][C:46]1[CH:53]=[CH:52][C:49]([NH:50][CH3:51])=[CH:48][CH:47]=1.C(O)(=O)CC(CC(O)=O)(C(O)=O)O, predict the reaction product. (3) Given the reactants C(Cl)(=O)C(Cl)=O.[CH3:7][O:8][C:9]1[CH:10]=[C:11]([CH:15]=[CH:16][C:17]=1[C:18]([F:21])([F:20])[F:19])[C:12]([OH:14])=O.[NH2:22][CH2:23][C:24]([OH:26])=[O:25].[OH-].[Na+].Cl, predict the reaction product. The product is: [CH3:7][O:8][C:9]1[CH:10]=[C:11]([CH:15]=[CH:16][C:17]=1[C:18]([F:21])([F:20])[F:19])[C:12]([NH:22][CH2:23][C:24]([OH:26])=[O:25])=[O:14]. (4) Given the reactants Br[C:2]1[C:12]([O:13][C:14]([F:17])([F:16])[F:15])=[CH:11][C:5]([C:6]([O:8][CH2:9][CH3:10])=[O:7])=[C:4]([N+:18]([O-:20])=[O:19])[CH:3]=1.[C:21]([O:25][C:26]([NH:28][C@@H:29]1[CH2:33][CH2:32][N:31]([CH2:34][B-](F)(F)F)[CH2:30]1)=[O:27])([CH3:24])([CH3:23])[CH3:22].[K+].C(=O)([O-])[O-].[K+].[K+].C(OCC)(=O)C, predict the reaction product. The product is: [CH3:24][C:21]([O:25][C:26]([NH:28][C@@H:29]1[CH2:33][CH2:32][N:31]([CH2:34][C:2]2[C:12]([O:13][C:14]([F:17])([F:16])[F:15])=[CH:11][C:5]([C:6]([O:8][CH2:9][CH3:10])=[O:7])=[C:4]([N+:18]([O-:20])=[O:19])[CH:3]=2)[CH2:30]1)=[O:27])([CH3:22])[CH3:23]. (5) Given the reactants [NH:1]([C:8](=[O:42])[CH:9]([C:19]1[CH:41]=[CH:40][C:22]([C:23]([NH:25][C:26]2[CH:31]=[CH:30][CH:29]=[CH:28][C:27]=2[NH:32][C:33](=[O:39])[O:34][C:35]([CH3:38])([CH3:37])[CH3:36])=[O:24])=[CH:21][CH:20]=1)[C:10]([NH:12][C:13]1[CH:18]=[CH:17][CH:16]=[CH:15][CH:14]=1)=[O:11])[C:2]1[CH:7]=[CH:6][CH:5]=[CH:4][CH:3]=1.CC(C)([O-])C.[K+].[B-](F)(F)(F)[F:50].[B-](F)(F)(F)F.C1[N+]2(CCl)CC[N+](F)(CC2)C1, predict the reaction product. The product is: [NH:1]([C:8](=[O:42])[C:9]([C:19]1[CH:41]=[CH:40][C:22]([C:23]([NH:25][C:26]2[CH:31]=[CH:30][CH:29]=[CH:28][C:27]=2[NH:32][C:33](=[O:39])[O:34][C:35]([CH3:36])([CH3:37])[CH3:38])=[O:24])=[CH:21][CH:20]=1)([C:10]([NH:12][C:13]1[CH:14]=[CH:15][CH:16]=[CH:17][CH:18]=1)=[O:11])[F:50])[C:2]1[CH:7]=[CH:6][CH:5]=[CH:4][CH:3]=1. (6) Given the reactants [O:1]1[CH:6]2[CH:2]1[CH2:3][O:4][CH2:5]2.[C:7]([O:11][C:12]([CH3:15])([CH3:14])[CH3:13])(=[O:10])[NH:8][NH2:9], predict the reaction product. The product is: [OH:1][CH:6]1[CH2:5][O:4][CH2:3][CH:2]1[NH:9][NH:8][C:7]([O:11][C:12]([CH3:15])([CH3:14])[CH3:13])=[O:10]. (7) The product is: [C:14]1([CH2:13][N:2]2[C:11]3[CH:10]=[CH:9][CH:8]=[CH:7][C:6]=3[CH:5]3[CH2:4][N:3]2[C:39](=[O:40])[N:37]3[O:32][CH2:25][CH:24]=[CH2:23])[CH:19]=[CH:18][CH:17]=[CH:16][CH:15]=1. Given the reactants Cl.[N:2]1[C:11]2[C:6](=[CH:7][CH:8]=[CH:9][CH:10]=2)[C:5](O)=[CH:4][N:3]=1.[CH2:13](Cl)[C:14]1[CH:19]=[CH:18][CH:17]=[CH:16][CH:15]=1.[H-].[Na+].[CH3:23][CH2:24][CH2:25][CH2:23][CH2:24][CH2:25]C.CC[O:32]C(C)=[O:32].C[N:37]([CH:39]=[O:40])C, predict the reaction product.